This data is from Catalyst prediction with 721,799 reactions and 888 catalyst types from USPTO. The task is: Predict which catalyst facilitates the given reaction. Reactant: Cl[C:2]1[C:3](=[O:16])[NH:4][C:5]2[C:10]([N:11]=1)=[CH:9][C:8]([C:12]([O:14][CH3:15])=[O:13])=[CH:7][CH:6]=2.CC[N:19]([CH:23]([CH3:25])[CH3:24])[CH:20]([CH3:22])C.C[C@H]1CCCN1. Product: [CH3:25][C@H:23]1[CH2:24][CH2:22][CH2:20][N:19]1[C:2]1[C:3](=[O:16])[NH:4][C:5]2[C:10]([N:11]=1)=[CH:9][C:8]([C:12]([O:14][CH3:15])=[O:13])=[CH:7][CH:6]=2. The catalyst class is: 16.